From a dataset of Full USPTO retrosynthesis dataset with 1.9M reactions from patents (1976-2016). Predict the reactants needed to synthesize the given product. Given the product [Cl:1][C:2]1[C:7]([CH3:8])=[C:6]([CH2:9][NH:14][CH:11]2[CH2:13][CH2:12]2)[CH:5]=[CH:4][N:3]=1, predict the reactants needed to synthesize it. The reactants are: [Cl:1][C:2]1[C:7]([CH3:8])=[C:6]([CH:9]=O)[CH:5]=[CH:4][N:3]=1.[CH:11]1([NH2:14])[CH2:13][CH2:12]1.[BH4-].[Na+].[OH-].[Na+].